This data is from NCI-60 drug combinations with 297,098 pairs across 59 cell lines. The task is: Regression. Given two drug SMILES strings and cell line genomic features, predict the synergy score measuring deviation from expected non-interaction effect. (1) Drug 1: C1=NC(=NC(=O)N1C2C(C(C(O2)CO)O)O)N. Drug 2: CC(C)CN1C=NC2=C1C3=CC=CC=C3N=C2N. Cell line: SK-MEL-28. Synergy scores: CSS=-1.14, Synergy_ZIP=-4.57, Synergy_Bliss=-1.94, Synergy_Loewe=-4.61, Synergy_HSA=-3.24. (2) Drug 1: CC=C1C(=O)NC(C(=O)OC2CC(=O)NC(C(=O)NC(CSSCCC=C2)C(=O)N1)C(C)C)C(C)C. Drug 2: CN1C2=C(C=C(C=C2)N(CCCl)CCCl)N=C1CCCC(=O)O.Cl. Cell line: BT-549. Synergy scores: CSS=48.2, Synergy_ZIP=2.23, Synergy_Bliss=3.56, Synergy_Loewe=-43.0, Synergy_HSA=1.94. (3) Drug 1: CC1OCC2C(O1)C(C(C(O2)OC3C4COC(=O)C4C(C5=CC6=C(C=C35)OCO6)C7=CC(=C(C(=C7)OC)O)OC)O)O. Drug 2: CC1CCC2CC(C(=CC=CC=CC(CC(C(=O)C(C(C(=CC(C(=O)CC(OC(=O)C3CCCCN3C(=O)C(=O)C1(O2)O)C(C)CC4CCC(C(C4)OC)O)C)C)O)OC)C)C)C)OC. Cell line: SW-620. Synergy scores: CSS=42.5, Synergy_ZIP=-1.66, Synergy_Bliss=-2.99, Synergy_Loewe=0.302, Synergy_HSA=0.894. (4) Drug 1: CS(=O)(=O)C1=CC(=C(C=C1)C(=O)NC2=CC(=C(C=C2)Cl)C3=CC=CC=N3)Cl. Drug 2: C(=O)(N)NO. Cell line: OVCAR-4. Synergy scores: CSS=2.74, Synergy_ZIP=0.102, Synergy_Bliss=1.19, Synergy_Loewe=-2.80, Synergy_HSA=-0.559. (5) Drug 1: C1=NC(=NC(=O)N1C2C(C(C(O2)CO)O)O)N. Drug 2: CCCCC(=O)OCC(=O)C1(CC(C2=C(C1)C(=C3C(=C2O)C(=O)C4=C(C3=O)C=CC=C4OC)O)OC5CC(C(C(O5)C)O)NC(=O)C(F)(F)F)O. Cell line: DU-145. Synergy scores: CSS=41.6, Synergy_ZIP=-3.54, Synergy_Bliss=-7.67, Synergy_Loewe=-10.7, Synergy_HSA=-4.12.